Predict the product of the given reaction. From a dataset of Forward reaction prediction with 1.9M reactions from USPTO patents (1976-2016). (1) Given the reactants [NH2:1][C:2]1[CH:17]=[C:16]([O:18][CH3:19])[CH:15]=[CH:14][C:3]=1[C:4]([C:6]1[CH:7]=[C:8]([CH:11]=[CH:12][CH:13]=1)[C:9]#[N:10])=O.[NH2:20][CH2:21][C:22](OCC)=[O:23].Cl, predict the reaction product. The product is: [CH3:19][O:18][C:16]1[CH:15]=[CH:14][C:3]2[C:4]([C:6]3[CH:7]=[C:8]([CH:11]=[CH:12][CH:13]=3)[C:9]#[N:10])=[N:20][CH2:21][C:22](=[O:23])[NH:1][C:2]=2[CH:17]=1. (2) Given the reactants [F:1][C:2]1[CH:7]=[CH:6][C:5]([CH2:8][OH:9])=[CH:4][C:3]=1[I:10], predict the reaction product. The product is: [F:1][C:2]1[CH:7]=[CH:6][C:5]([CH:8]=[O:9])=[CH:4][C:3]=1[I:10]. (3) The product is: [Cl:29][C:30]1[CH:31]=[C:32]([C:7]2[CH2:12][CH2:11][N:10]([C:13]([O:15][CH2:16][C:17]3[CH:18]=[CH:19][CH:20]=[CH:21][CH:22]=3)=[O:14])[CH2:9][C:8]=2[C:23]([O:25][CH3:26])=[O:24])[CH:33]=[CH:34][C:35]=1[C:36]([F:37])([F:38])[F:39]. Given the reactants FC(F)(F)S(O[CH:7]1[CH2:12][CH2:11][N:10]([C:13]([O:15][CH2:16][C:17]2[CH:22]=[CH:21][CH:20]=[CH:19][CH:18]=2)=[O:14])[CH2:9][CH:8]1[C:23]([O:25][CH3:26])=[O:24])(=O)=O.[Cl:29][C:30]1[CH:31]=[C:32](B(O)O)[CH:33]=[CH:34][C:35]=1[C:36]([F:39])([F:38])[F:37].C([O-])([O-])=O.[Na+].[Na+].CCOCC, predict the reaction product. (4) Given the reactants Cl[C:2]1[C:15]2[C:14](=[O:16])[N:13]([C:17]3[CH:18]=[C:19]([C:23]4[O:27][C:26](=[O:28])[N:25]([CH3:29])[N:24]=4)[CH:20]=[CH:21][CH:22]=3)[CH2:12][C@H:11]3[N:7]([CH2:8][CH2:9][CH2:10]3)[C:6]=2[N:5]=[C:4]([S:30][CH3:31])[N:3]=1.[CH3:32][NH:33][CH3:34].C1COCC1, predict the reaction product. The product is: [CH3:32][N:33]([CH3:34])[C:2]1[C:15]2[C:14](=[O:16])[N:13]([C:17]3[CH:18]=[C:19]([C:23]4[O:27][C:26](=[O:28])[N:25]([CH3:29])[N:24]=4)[CH:20]=[CH:21][CH:22]=3)[CH2:12][C@H:11]3[N:7]([CH2:8][CH2:9][CH2:10]3)[C:6]=2[N:5]=[C:4]([S:30][CH3:31])[N:3]=1. (5) Given the reactants C[O:2][C:3]([C:5]1[C:13]2[NH:12][C:11]([NH:14][C:15]3[CH:20]=[CH:19][CH:18]=[C:17]([Cl:21])[C:16]=3[Cl:22])=[N:10][C:9]=2[CH:8]=[C:7]([O:23][CH3:24])[CH:6]=1)=[O:4].[OH-].[Li+], predict the reaction product. The product is: [Cl:22][C:16]1[C:17]([Cl:21])=[CH:18][CH:19]=[CH:20][C:15]=1[NH:14][C:11]1[NH:12][C:13]2[C:5]([C:3]([OH:4])=[O:2])=[CH:6][C:7]([O:23][CH3:24])=[CH:8][C:9]=2[N:10]=1.